Dataset: Reaction yield outcomes from USPTO patents with 853,638 reactions. Task: Predict the reaction yield, written as a fraction of the theoretical maximum amount of product (1.0 means a 100% yield; for example, 0.34 means a 34% yield). The reactants are [CH3:1][C:2]1[CH:3]=[C:4]([C:17]2[N:21]([CH:22]3[CH2:27][CH2:26][CH2:25][CH2:24][O:23]3)[CH:20]=[N:19][N:18]=2)[CH:5]=[CH:6][C:7]=1B1OC(C)(C)C(C)(C)O1.FC(F)(F)C(O)=O.Br[C:36]1[N:41]=[C:40]2[NH:42][C:43](=[O:46])[CH2:44][NH:45][C:39]2=[N:38][CH:37]=1.ClCCl.C(=O)([O-])[O-].[Na+].[Na+]. The catalyst is C1C=CC(P(C2C=CC=CC=2)[C-]2C=CC=C2)=CC=1.C1C=CC(P(C2C=CC=CC=2)[C-]2C=CC=C2)=CC=1.Cl[Pd]Cl.[Fe+2].C(O)(C)C.O1CCOCC1. The product is [CH3:1][C:2]1[CH:3]=[C:4]([C:17]2[N:21]([CH:22]3[CH2:27][CH2:26][CH2:25][CH2:24][O:23]3)[CH:20]=[N:19][N:18]=2)[CH:5]=[CH:6][C:7]=1[C:36]1[N:41]=[C:40]2[NH:42][C:43](=[O:46])[CH2:44][NH:45][C:39]2=[N:38][CH:37]=1. The yield is 0.150.